Task: Predict the reactants needed to synthesize the given product.. Dataset: Full USPTO retrosynthesis dataset with 1.9M reactions from patents (1976-2016) Given the product [Cl:27][C:5]1[CH:4]=[N:3][C:2]2[C:15]3[N:14]([CH:16]4[CH2:21][CH2:20][CH2:19][CH2:18][O:17]4)[N:13]=[CH:12][C:11]=3[C:9](=[O:10])[N:8]([CH2:22][C:23]([F:26])([F:25])[F:24])[C:7]=2[CH:6]=1, predict the reactants needed to synthesize it. The reactants are: Cl[C:2]1[C:7]([N:8]([CH2:22][C:23]([F:26])([F:25])[F:24])[C:9]([C:11]2[CH:12]=[N:13][N:14]([CH:16]3[CH2:21][CH2:20][CH2:19][CH2:18][O:17]3)[CH:15]=2)=[O:10])=[CH:6][C:5]([Cl:27])=[CH:4][N:3]=1.C([O-])(=O)C.[K+].